Dataset: Full USPTO retrosynthesis dataset with 1.9M reactions from patents (1976-2016). Task: Predict the reactants needed to synthesize the given product. (1) Given the product [N:1]([C:2]1[CH:3]=[N:4][CH:5]=[CH:6][C:7]=1[O:8][C@@H:9]1[CH2:14][CH2:13][CH2:12][N:11]([C:15]([O:17][C:18]([CH3:21])([CH3:20])[CH3:19])=[O:16])[CH2:10]1)=[C:22]=[S:23], predict the reactants needed to synthesize it. The reactants are: [NH2:1][C:2]1[CH:3]=[N:4][CH:5]=[CH:6][C:7]=1[O:8][C@@H:9]1[CH2:14][CH2:13][CH2:12][N:11]([C:15]([O:17][C:18]([CH3:21])([CH3:20])[CH3:19])=[O:16])[CH2:10]1.[C:22](N1C=CN=C1)(N1C=CN=C1)=[S:23]. (2) Given the product [CH2:1]([N:8]1[CH2:13][CH2:12][CH:11]([NH:20][C:19]2[CH:21]=[CH:22][C:16]([Cl:15])=[CH:17][CH:18]=2)[CH2:10][CH2:9]1)[C:2]1[CH:7]=[CH:6][CH:5]=[CH:4][CH:3]=1, predict the reactants needed to synthesize it. The reactants are: [CH2:1]([N:8]1[CH2:13][CH2:12][C:11](=O)[CH2:10][CH2:9]1)[C:2]1[CH:7]=[CH:6][CH:5]=[CH:4][CH:3]=1.[Cl:15][C:16]1[CH:22]=[CH:21][C:19]([NH2:20])=[CH:18][CH:17]=1. (3) The reactants are: Cl.[S:2]1[C:6]2[CH2:7][CH2:8][CH2:9][C:5]=2[N:4]=[C:3]1[NH2:10].[OH:11][C:12]12[CH2:21][CH:16]3[CH2:17][CH:18]([CH2:20][C:14]([C:22](O)=[O:23])([CH2:15]3)[CH2:13]1)[CH2:19]2.Cl.C(N=C=NCCCN(C)C)C.O.ON1C2C=CC=CC=2N=N1. Given the product [S:2]1[C:6]2[CH2:7][CH2:8][CH2:9][C:5]=2[N:4]=[C:3]1[NH:10][C:22]([C:14]12[CH2:15][CH:16]3[CH2:17][CH:18]([CH2:19][C:12]([OH:11])([CH2:21]3)[CH2:13]1)[CH2:20]2)=[O:23], predict the reactants needed to synthesize it.